Task: Predict the reactants needed to synthesize the given product.. Dataset: Full USPTO retrosynthesis dataset with 1.9M reactions from patents (1976-2016) (1) Given the product [S:1]1[CH:5]=[CH:4][CH:3]=[C:2]1[CH2:6][CH2:7][NH:8][CH2:9][C:10]1[CH:11]=[C:12]2[C:16](=[CH:17][CH:18]=1)[N:15]([CH2:19][C:20]1[CH:21]=[CH:22][C:23]([C:24]([NH2:26])=[O:25])=[CH:27][CH:28]=1)[CH2:14][CH2:13]2, predict the reactants needed to synthesize it. The reactants are: [S:1]1[CH:5]=[CH:4][CH:3]=[C:2]1[CH2:6][CH2:7][NH:8][CH2:9][C:10]1[CH:11]=[C:12]2[C:16](=[CH:17][CH:18]=1)[N:15]([CH2:19][C:20]1[CH:28]=[CH:27][C:23]([C:24]([NH2:26])=[O:25])=[CH:22][CH:21]=1)[CH:14]=[CH:13]2.C(O)(=O)C.C([BH3-])#N.[Na+].[OH-].[Na+]. (2) The reactants are: [C:9](O[C:9]([O:11][C:12]([CH3:15])([CH3:14])[CH3:13])=[O:10])([O:11][C:12]([CH3:15])([CH3:14])[CH3:13])=[O:10].[NH2:16][C:17]1[CH:22]=[CH:21][C:20]([C:23]([O:25][CH3:26])=[O:24])=[CH:19][CH:18]=1. Given the product [C:12]([O:11][C:9]([NH:16][C:17]1[CH:18]=[CH:19][C:20]([C:23]([O:25][CH3:26])=[O:24])=[CH:21][CH:22]=1)=[O:10])([CH3:13])([CH3:14])[CH3:15], predict the reactants needed to synthesize it. (3) Given the product [Cl:1][C:2]1[N:3]=[CH:4][C:5]([CH2:8][CH2:9][N:10]2[C:12]3[CH:17]=[CH:16][C:15]([CH3:18])=[CH:14][C:13]=3[C:21]3[CH2:20][N:19]4[CH2:27][CH2:26][CH:23]([C:22]2=3)[CH2:24][CH2:25]4)=[CH:6][CH:7]=1, predict the reactants needed to synthesize it. The reactants are: [Cl:1][C:2]1[CH:7]=[CH:6][C:5]([CH2:8][CH2:9][N:10]([C:12]2[CH:17]=[CH:16][C:15]([CH3:18])=[CH:14][CH:13]=2)N)=[CH:4][N:3]=1.[N:19]12[CH2:27][CH2:26][CH:23]([CH2:24][CH2:25]1)[C:22](=O)[CH2:21][CH2:20]2.S(=O)(=O)(O)O.[OH-].[Na+]. (4) Given the product [CH3:40][C:37]1[O:36][C:35]([C:32]2[CH:33]=[CH:34][C:29]([O:28][C:26]3[CH:25]=[C:21]([CH:20]=[C:19]([O:18][CH:16]4[CH2:17][CH2:2][N:3]([CH3:4])[C:15]4=[O:14])[CH:27]=3)[C:22]([NH:41][C:42]3[S:43][CH:44]=[CH:45][N:46]=3)=[O:23])=[CH:30][CH:31]=2)=[N:39][N:38]=1, predict the reactants needed to synthesize it. The reactants are: Cl.[CH3:2][N:3](C)[CH2:4]CCN=C=NCC.C[O:14][CH2:15][CH:16]([O:18][C:19]1[CH:20]=[C:21]([CH:25]=[C:26]([O:28][C:29]2[CH:34]=[CH:33][C:32]([C:35]3[O:36][C:37]([CH3:40])=[N:38][N:39]=3)=[CH:31][CH:30]=2)[CH:27]=1)[C:22](O)=[O:23])[CH3:17].[NH2:41][C:42]1[S:43][CH:44]=[CH:45][N:46]=1. (5) Given the product [CH3:19][O:20][CH2:21][CH2:22][CH2:23][O:17][C:16](=[O:18])[C:15]1[C:10]([S:7]([CH:6]2[CH2:5][CH2:4][O:3][CH:2]2[CH3:1])(=[O:8])=[O:9])=[CH:11][CH:12]=[N:13][CH:14]=1, predict the reactants needed to synthesize it. The reactants are: [CH3:1][CH:2]1[CH:6]([S:7]([C:10]2[C:15]([C:16]([OH:18])=[O:17])=[CH:14][N:13]=[CH:12][CH:11]=2)(=[O:9])=[O:8])[CH2:5][CH2:4][O:3]1.[CH3:19][O:20][CH2:21][CH2:22][CH2:23]Br. (6) Given the product [F:1][C:2]1[CH:3]=[CH:4][C:5]([CH2:6][CH2:7][C@H:8]2[CH2:13][C@@H:12]([C:14]3[O:18][NH:17][C:16](=[O:19])[CH:15]=3)[CH2:11][CH2:10][NH:9]2)=[CH:24][CH:25]=1, predict the reactants needed to synthesize it. The reactants are: [F:1][C:2]1[CH:25]=[CH:24][C:5]([CH2:6][CH2:7][C@H:8]2[CH2:13][C@@H:12]([C:14]3[O:18][NH:17][C:16](=[O:19])[CH:15]=3)[CH2:11][CH2:10][N:9]2C(OC)=O)=[CH:4][CH:3]=1.Br. (7) Given the product [CH3:13][C:14]1[CH:19]=[CH:18][N:17]=[CH:16][C:15]=1[C:2]1[CH:11]=[C:10]2[C:5]([CH:6]=[C:7]([NH2:12])[N:8]=[CH:9]2)=[CH:4][CH:3]=1, predict the reactants needed to synthesize it. The reactants are: Br[C:2]1[CH:11]=[C:10]2[C:5]([CH:6]=[C:7]([NH2:12])[N:8]=[CH:9]2)=[CH:4][CH:3]=1.[CH3:13][C:14]1[CH:19]=[CH:18][N:17]=[CH:16][C:15]=1B(O)O.C(=O)([O-])[O-].[Cs+].[Cs+].COCCOC.O.